From a dataset of Forward reaction prediction with 1.9M reactions from USPTO patents (1976-2016). Predict the product of the given reaction. (1) The product is: [F:25][C:21]1[CH:20]=[C:19]([CH:24]=[CH:23][CH:22]=1)[CH2:18][N:4]1[CH:5]=[CH:6][CH:7]=[C:2]([CH3:27])[C:3]1=[O:26]. Given the reactants Br[C:2]1[C:3](=[O:26])[N:4]([CH2:18][C:19]2[CH:24]=[CH:23][CH:22]=[C:21]([F:25])[CH:20]=2)[CH:5]=[CH:6][C:7]=1OCC1C=CC(F)=CC=1F.[C:27]([O-])([O-])=O.[K+].[K+].C([O-])([O-])=O.[Cs+].[Cs+].CB1OB(C)OB(C)O1, predict the reaction product. (2) Given the reactants F[C:2]1[CH:3]=[C:4]([CH:12]=[CH:13][C:14]=1[N+:15]([O-:17])=[O:16])[O:5][CH:6]1[CH2:11][CH2:10][CH2:9][CH2:8][O:7]1.C([O-])([O-])=O.[K+].[K+].Cl.[NH2:25][CH2:26][C@H:27]1[CH2:32][CH2:31][C@H:30]([C:33]([O:35][CH3:36])=[O:34])[CH2:29][CH2:28]1, predict the reaction product. The product is: [CH3:36][O:35][C:33]([C@H:30]1[CH2:31][CH2:32][C@H:27]([CH2:26][NH:25][C:2]2[CH:3]=[C:4]([O:5][CH:6]3[CH2:11][CH2:10][CH2:9][CH2:8][O:7]3)[CH:12]=[CH:13][C:14]=2[N+:15]([O-:17])=[O:16])[CH2:28][CH2:29]1)=[O:34]. (3) Given the reactants [NH2:1][CH2:2][C@H:3]1[C@H:9]([C:10]2[CH:15]=[CH:14][C:13]([Cl:16])=[C:12]([F:17])[CH:11]=2)[O:8][CH2:7][CH2:6][N:5](C(OC(C)(C)C)=O)[CH2:4]1.Cl[CH2:26][CH2:27][CH2:28][C:29](Cl)=[O:30], predict the reaction product. The product is: [ClH:16].[Cl:16][C:13]1[CH:14]=[CH:15][C:10]([C@@H:9]2[O:8][CH2:7][CH2:6][NH:5][CH2:4][C@H:3]2[CH2:2][N:1]2[CH2:26][CH2:27][CH2:28][C:29]2=[O:30])=[CH:11][C:12]=1[F:17].